From a dataset of Catalyst prediction with 721,799 reactions and 888 catalyst types from USPTO. Predict which catalyst facilitates the given reaction. (1) Reactant: [NH2:1][C:2]1[CH:6]=[C:5]([C:7]2[CH:12]=[CH:11][C:10]([Cl:13])=[CH:9][CH:8]=2)[S:4][C:3]=1[C:14]([O:16]C)=O.[CH3:18][O:19][C:20]1[CH:21]=[C:22]([CH:24]=[CH:25][C:26]=1[O:27][CH2:28][C:29]([CH3:36])([N:31]1[CH2:35][CH2:34][CH2:33][CH2:32]1)[CH3:30])[NH2:23].[CH3:37]N(C(OC)OC)C. Product: [Cl:13][C:10]1[CH:9]=[CH:8][C:7]([C:5]2[S:4][C:3]3[C:14](=[O:16])[N:23]([C:22]4[CH:24]=[CH:25][C:26]([O:27][CH2:28][C:29]([CH3:36])([N:31]5[CH2:35][CH2:34][CH2:33][CH2:32]5)[CH3:30])=[C:20]([O:19][CH3:18])[CH:21]=4)[CH:37]=[N:1][C:2]=3[CH:6]=2)=[CH:12][CH:11]=1. The catalyst class is: 8. (2) Reactant: [CH3:1][S:2][C:3]1[CH:19]=[CH:18][C:6]([CH2:7][O:8][CH2:9][C:10]2[O:14][N:13]=[C:12]([C:15]([OH:17])=O)[CH:11]=2)=[CH:5][CH:4]=1.C(N(CC)CC)C.Cl.C(N=C=NCCCN(C)C)C.ON1C2C=CC=CC=2N=N1.[O:49]1[CH2:54][CH2:53][CH:52]([CH2:55][NH2:56])[CH2:51][CH2:50]1. Product: [O:49]1[CH2:54][CH2:53][CH:52]([CH2:55][NH:56][C:15]([C:12]2[CH:11]=[C:10]([CH2:9][O:8][CH2:7][C:6]3[CH:5]=[CH:4][C:3]([S:2][CH3:1])=[CH:19][CH:18]=3)[O:14][N:13]=2)=[O:17])[CH2:51][CH2:50]1. The catalyst class is: 408. (3) Reactant: C([NH:4][C:5]1[N:6]=[C:7]2[CH:12]=[CH:11][C:10]([C:13]3[N:17]4[CH2:18][CH2:19][N:20]([C:22]([O:24][C:25]([CH3:28])([CH3:27])[CH3:26])=[O:23])[CH2:21][C:16]4=[N:15][C:14]=3[C:29]3[CH:34]=[CH:33][C:32]([F:35])=[CH:31][CH:30]=3)=[N:9][N:8]2[CH:36]=1)(=O)C.[OH-].[K+]. Product: [NH2:4][C:5]1[N:6]=[C:7]2[CH:12]=[CH:11][C:10]([C:13]3[N:17]4[CH2:18][CH2:19][N:20]([C:22]([O:24][C:25]([CH3:26])([CH3:27])[CH3:28])=[O:23])[CH2:21][C:16]4=[N:15][C:14]=3[C:29]3[CH:30]=[CH:31][C:32]([F:35])=[CH:33][CH:34]=3)=[N:9][N:8]2[CH:36]=1. The catalyst class is: 88. (4) Reactant: [H-].[Na+].[C:3]([O:7][C:8]([NH:10][C:11]1[CH:34]=[CH:33][C:14]2[N:15]=[C:16]([C:18]3[CH:19]=[CH:20][C:21]([CH2:24][NH:25][C:26](=[O:32])[O:27][C:28]([CH3:31])([CH3:30])[CH3:29])=[N:22][CH:23]=3)[S:17][C:13]=2[CH:12]=1)=[O:9])([CH3:6])([CH3:5])[CH3:4].[CH3:35]I.O. Product: [C:3]([O:7][C:8]([N:10]([CH3:35])[C:11]1[CH:34]=[CH:33][C:14]2[N:15]=[C:16]([C:18]3[CH:19]=[CH:20][C:21]([CH2:24][NH:25][C:26](=[O:32])[O:27][C:28]([CH3:31])([CH3:30])[CH3:29])=[N:22][CH:23]=3)[S:17][C:13]=2[CH:12]=1)=[O:9])([CH3:6])([CH3:4])[CH3:5]. The catalyst class is: 3. (5) Reactant: [C:1]([NH:5][C:6]([NH:8][C:9]1[C:10]([CH3:28])=[CH:11][C:12]2[O:16][CH2:15][C@H:14]([C:17]3[CH:22]=[CH:21][C:20]([CH:23]([CH3:25])[CH3:24])=[CH:19][CH:18]=3)[C:13]=2[C:26]=1[CH3:27])=[O:7])([CH3:4])([CH3:3])[CH3:2].[C:29](OCC)(=[O:31])C.CCCCCC. Product: [C:1]([NH:5][C:6]([NH:8][C:9]1[C:10]([CH3:28])=[C:11]([CH:29]=[O:31])[C:12]2[O:16][CH2:15][C@H:14]([C:17]3[CH:18]=[CH:19][C:20]([CH:23]([CH3:24])[CH3:25])=[CH:21][CH:22]=3)[C:13]=2[C:26]=1[CH3:27])=[O:7])([CH3:2])([CH3:3])[CH3:4]. The catalyst class is: 22. (6) Reactant: [CH3:1][C:2]1[S:6][C:5]([CH2:7]CS([O-])(=O)=O)=[CH:4][C:3]=1[N+:13]([O-:15])=[O:14].FC(F)(F)C1N=C(C(F)(F)F)NN=1.C(=O)([O-])[O-:30].[K+].[K+].C1OCCOCCOCCOCCOCCOC1. Product: [CH3:1][C:2]1[S:6][C:5]([CH2:7][OH:30])=[CH:4][C:3]=1[N+:13]([O-:15])=[O:14]. The catalyst class is: 10. (7) Reactant: [O:1]=[C:2]1[NH:7][C:6]2([CH2:12][CH2:11][N:10](C(OC(C)(C)C)=O)[CH2:9][CH2:8]2)[NH:5][C:4]2[CH:20]=[C:21]([C:23]3[CH:28]=[CH:27][N:26]=[CH:25][CH:24]=3)[S:22][C:3]1=2.FC(F)(F)C(O)=O.C(=O)([O-])O.[Na+].C(OCC)(=O)C. Product: [N:26]1[CH:27]=[CH:28][C:23]([C:21]2[S:22][C:3]3[C:2](=[O:1])[NH:7][C:6]4([CH2:12][CH2:11][NH:10][CH2:9][CH2:8]4)[NH:5][C:4]=3[CH:20]=2)=[CH:24][CH:25]=1. The catalyst class is: 7. (8) Reactant: [H-].[Na+].[CH:3]1([CH2:6][N:7]2[CH2:12][CH2:11][CH:10]([OH:13])[CH2:9][CH2:8]2)[CH2:5][CH2:4]1.[Cl:14][C:15]1[CH:20]=[CH:19][CH:18]=[C:17](Cl)[N:16]=1. Product: [Cl:14][C:15]1[CH:20]=[CH:19][CH:18]=[C:17]([O:13][CH:10]2[CH2:11][CH2:12][N:7]([CH2:6][CH:3]3[CH2:4][CH2:5]3)[CH2:8][CH2:9]2)[N:16]=1. The catalyst class is: 3. (9) Reactant: [N:1]1[CH:6]=[CH:5][CH:4]=[CH:3][C:2]=1[C:7]([NH:9][C:10]1[C:11]([C:21]([OH:23])=O)=[N:12][N:13]([CH:15]2[CH2:20][CH2:19][CH2:18][CH2:17][O:16]2)[CH:14]=1)=[O:8].[NH2:24][CH2:25][CH2:26][OH:27].CCN=C=NCCCN(C)C.C1C=CC2N(O)N=NC=2C=1.C(N(CC)CC)C.C(=O)([O-])O.[Na+]. Product: [OH:27][CH2:26][CH2:25][NH:24][C:21]([C:11]1[C:10]([NH:9][C:7]([C:2]2[CH:3]=[CH:4][CH:5]=[CH:6][N:1]=2)=[O:8])=[CH:14][N:13]([CH:15]2[CH2:20][CH2:19][CH2:18][CH2:17][O:16]2)[N:12]=1)=[O:23]. The catalyst class is: 3.